Task: Predict the reaction yield, written as a fraction of the theoretical maximum amount of product (1.0 means a 100% yield; for example, 0.34 means a 34% yield).. Dataset: Reaction yield outcomes from USPTO patents with 853,638 reactions (1) The catalyst is C(O)C. The product is [CH:1]([CH:4]1[CH2:9][NH:8][C:7](=[O:10])[C:6]2[CH:14]=[C:15]([C:17]3[CH:22]=[CH:21][N:20]=[CH:19][CH:18]=3)[NH:27][C:5]1=2)([CH3:3])[CH3:2]. The reactants are [CH:1]([CH:4]1[CH2:9][NH:8][C:7](=[O:10])[CH2:6][C:5]1=O)([CH3:3])[CH3:2].Br.Br[CH2:14][C:15]([C:17]1[CH:22]=[CH:21][N:20]=[CH:19][CH:18]=1)=O.C([O-])(=O)C.[NH4+:27]. The yield is 0.582. (2) The reactants are [OH:1][C:2]1[C:7]([C:8]([O:10]CC)=[O:9])=[CH:6][N:5]=[C:4]2[CH:13]=[CH:14][S:15][C:3]=12.[OH-].[Na+].Cl. The catalyst is CO. The product is [OH:1][C:2]1[C:7]([C:8]([OH:10])=[O:9])=[CH:6][N:5]=[C:4]2[CH:13]=[CH:14][S:15][C:3]=12. The yield is 0.950. (3) The reactants are C(N(CC)C(C)C)(C)C.[SH:10][CH2:11][CH2:12][C:13]([O:15][CH3:16])=[O:14].[CH3:17][C:18]([CH3:24])([CH2:22][CH3:23])[C:19](Cl)=[O:20].II. The catalyst is C(OC(C)C)(=O)C.CCCCCCC.CCOC(C)=O. The product is [CH3:17][C:18]([CH3:24])([CH2:22][CH3:23])[C:19]([S:10][CH2:11][CH2:12][C:13]([O:15][CH3:16])=[O:14])=[O:20]. The yield is 0.800. (4) The reactants are [CH3:1][NH:2][C:3]([N:5]1[C:13]2[C:8](=[CH:9][C:10]([O:14][C:15]3[CH:20]=[CH:19][N:18]=[C:17]([N:21](C(OC4C=CC=CC=4)=O)[C:22](=O)[O:23]C4C=CC=CC=4)[CH:16]=3)=[CH:11][CH:12]=2)[CH:7]=[CH:6]1)=[O:4].[OH-].[Na+].Cl.[O:43]=[S:44]1(=[O:50])[CH2:49][CH2:48][NH:47][CH2:46][CH2:45]1. The catalyst is CN(C)C=O. The product is [CH3:1][NH:2][C:3]([N:5]1[C:13]2[C:8](=[CH:9][C:10]([O:14][C:15]3[CH:20]=[CH:19][N:18]=[C:17]([NH:21][C:22]([N:47]4[CH2:48][CH2:49][S:44](=[O:50])(=[O:43])[CH2:45][CH2:46]4)=[O:23])[CH:16]=3)=[CH:11][CH:12]=2)[CH:7]=[CH:6]1)=[O:4]. The yield is 0.785.